Task: Predict the product of the given reaction.. Dataset: Forward reaction prediction with 1.9M reactions from USPTO patents (1976-2016) (1) Given the reactants [F:1][CH:2]([F:31])[N:3]1[N:19]=[CH:18][C:17]2[NH:16][C:15](=[O:20])[C@@H:14]([CH3:21])[CH:13]=[CH:12][CH2:11][C@H:10]([NH:22][C:23](=[O:29])[O:24][C:25]([CH3:28])([CH3:27])[CH3:26])[C:9]3[CH:30]=[C:5]([CH:6]=[CH:7][N:8]=3)[C:4]1=2, predict the reaction product. The product is: [F:31][CH:2]([F:1])[N:3]1[N:19]=[CH:18][C:17]2[NH:16][C:15](=[O:20])[C@@H:14]([CH3:21])[CH2:13][CH2:12][CH2:11][C@H:10]([NH:22][C:23](=[O:29])[O:24][C:25]([CH3:26])([CH3:27])[CH3:28])[C:9]3[CH:30]=[C:5]([CH:6]=[CH:7][N:8]=3)[C:4]1=2. (2) The product is: [CH3:17][N:12]1[CH2:13][C:14]23[CH:7]([CH2:8][CH2:9][CH:10]2[CH2:11]1)[C:6]1[CH:18]=[CH:19][C:3]([OH:2])=[CH:4][C:5]=1[CH2:16][CH2:15]3. Given the reactants C[O:2][C:3]1[CH:19]=[CH:18][C:6]2[CH:7]3[C:14]4([CH2:15][CH2:16][C:5]=2[CH:4]=1)[CH:10]([CH2:11][N:12]([CH3:17])[CH2:13]4)[CH2:9][CH2:8]3.B(Cl)(Cl)Cl, predict the reaction product. (3) Given the reactants [H-].[Na+].C([O:6][CH2:7][CH2:8][N:9]1[C:17]2[C:12](=[CH:13][CH:14]=[CH:15][CH:16]=2)/[C:11](=[CH:18]\[C:19]([O:21][CH2:22][CH3:23])=[O:20])/[C:10]1=[O:24])(=O)C.Cl, predict the reaction product. The product is: [OH:6][CH2:7][CH2:8][N:9]1[C:17]2[C:12](=[CH:13][CH:14]=[CH:15][CH:16]=2)/[C:11](=[CH:18]\[C:19]([O:21][CH2:22][CH3:23])=[O:20])/[C:10]1=[O:24]. (4) Given the reactants [Cl:1][C:2]1[C:7]([Cl:8])=[CH:6][CH:5]=[CH:4][C:3]=1[S:9]([N:12]([C:21]1[C:26]([O:27][CH3:28])=[N:25][C:24](Cl)=[CH:23][N:22]=1)COCC[Si](C)(C)C)(=[O:11])=[O:10].[SH:30][CH2:31][CH2:32][C:33]([O:35][CH3:36])=[O:34], predict the reaction product. The product is: [Cl:1][C:2]1[C:7]([Cl:8])=[CH:6][CH:5]=[CH:4][C:3]=1[S:9]([NH:12][C:21]1[N:22]=[CH:23][C:24]([S:30][CH2:31][CH2:32][C:33]([O:35][CH3:36])=[O:34])=[N:25][C:26]=1[O:27][CH3:28])(=[O:10])=[O:11]. (5) Given the reactants [N:1]1[CH:9]=[C:8]2[C:4]([N:5]=[CH:6][NH:7]2)=[N:3][CH:2]=1.[C:10]1(N2C=NC3C2=NC(C#N)=NC=3)[CH:15]=[CH:14][CH:13]=[CH:12][CH:11]=1, predict the reaction product. The product is: [C:10]1([C:6]2[NH:7][C:8]3[C:4](=[N:3][CH:2]=[N:1][CH:9]=3)[N:5]=2)[CH:15]=[CH:14][CH:13]=[CH:12][CH:11]=1. (6) Given the reactants [Cl:1][C:2]1[CH:3]=[CH:4][C:5]2[N:6]([C:8]([CH2:12][CH2:13][C:14]([F:20])([F:19])[C:15]([F:18])([F:17])[F:16])=[N:9][C:10]=2I)[CH:7]=1.O.[CH3:22][N:23](C=O)C, predict the reaction product. The product is: [Cl:1][C:2]1[CH:3]=[CH:4][C:5]2[N:6]([C:8]([CH2:12][CH2:13][C:14]([F:20])([F:19])[C:15]([F:18])([F:17])[F:16])=[N:9][C:10]=2[C:22]#[N:23])[CH:7]=1.